Dataset: Forward reaction prediction with 1.9M reactions from USPTO patents (1976-2016). Task: Predict the product of the given reaction. (1) The product is: [Cl:1][C:2]1[CH:3]=[CH:4][C:5]([C:27]#[N:28])=[C:6]([C:8]2[C:13]([O:14][CH3:15])=[CH:12][N:11]([CH:16]([CH2:20][C:21]3[N:22]=[CH:23][O:24][CH:25]=3)[C:17]([NH:38][C:36]3[CH:35]=[CH:34][C:33]4[N:32]([CH:31]=[CH:30][N:29]=4)[CH:37]=3)=[O:18])[C:10](=[O:26])[CH:9]=2)[CH:7]=1. Given the reactants [Cl:1][C:2]1[CH:3]=[CH:4][C:5]([C:27]#[N:28])=[C:6]([C:8]2[C:13]([O:14][CH3:15])=[CH:12][N:11]([CH:16]([CH2:20][C:21]3[N:22]=[CH:23][O:24][CH:25]=3)[C:17](O)=[O:18])[C:10](=[O:26])[CH:9]=2)[CH:7]=1.[N:29]1[CH:30]=[CH:31][N:32]2[CH:37]=[C:36]([NH2:38])[CH:35]=[CH:34][C:33]=12, predict the reaction product. (2) Given the reactants Br[C:2]1[N:3]=[C:4]2[C:10]3[CH:11]=[CH:12][CH:13]=[CH:14][C:9]=3[NH:8][C:7]3[N:15]=[CH:16][CH:17]=[CH:18][C:6]=3[N:5]2[C:19]=1[C:20]1[CH:25]=[CH:24][C:23]([C:26]2([NH:30][C:31](=[O:37])[O:32][C:33]([CH3:36])([CH3:35])[CH3:34])[CH2:29][CH2:28][CH2:27]2)=[CH:22][CH:21]=1.C([Sn](CCCC)(CCCC)[C:43]1[O:44][C:45]2[CH:51]=[CH:50][CH:49]=[CH:48][C:46]=2[N:47]=1)CCC.[F-].[Cs+], predict the reaction product. The product is: [O:44]1[C:45]2[CH:51]=[CH:50][CH:49]=[CH:48][C:46]=2[N:47]=[C:43]1[C:2]1[N:3]=[C:4]2[C:10]3[CH:11]=[CH:12][CH:13]=[CH:14][C:9]=3[NH:8][C:7]3[N:15]=[CH:16][CH:17]=[CH:18][C:6]=3[N:5]2[C:19]=1[C:20]1[CH:25]=[CH:24][C:23]([C:26]2([NH:30][C:31](=[O:37])[O:32][C:33]([CH3:36])([CH3:35])[CH3:34])[CH2:29][CH2:28][CH2:27]2)=[CH:22][CH:21]=1. (3) Given the reactants [OH:1][C:2]1[CH:3]=[CH:4][C:5]([C:8]([O:10][CH3:11])=[O:9])=[N:6][CH:7]=1.C(=O)([O-])[O-].[K+].[K+].Cl[CH2:19][C:20]1[C:21]([CH3:26])=[N:22][O:23][C:24]=1[CH3:25], predict the reaction product. The product is: [CH3:26][C:21]1[C:20]([CH2:19][O:1][C:2]2[CH:3]=[CH:4][C:5]([C:8]([O:10][CH3:11])=[O:9])=[N:6][CH:7]=2)=[C:24]([CH3:25])[O:23][N:22]=1. (4) Given the reactants Br[C:2]1[C:3]([C:9]#[N:10])=[N:4][CH:5]=[C:6]([CH3:8])[CH:7]=1.[Br:11][C:12]1[CH:13]=[C:14]([CH:18]=[CH:19][CH:20]=1)[C:15](Cl)=[O:16], predict the reaction product. The product is: [Br:11][C:12]1[CH:13]=[C:14]([CH:18]=[CH:19][CH:20]=1)[C:15]([C:2]1[C:3]([C:9]#[N:10])=[N:4][CH:5]=[C:6]([CH3:8])[CH:7]=1)=[O:16]. (5) The product is: [Br:49][C:48]1[CH:47]=[C:46]([O:50][C:51]([F:54])([F:53])[F:52])[CH:45]=[C:41]2[C:40]=1[N:39]=[CH:16][N:18]([CH2:19][C:20]1[CH:25]=[C:24]([Cl:26])[CH:23]=[CH:22][C:21]=1[S:27][CH2:28][CH3:29])[C:42]2=[O:44]. Given the reactants ClC1C=CC(SCC)=C(CN)C=1.NC1C(Br)=CC(C(F)(F)F)=CC=1[C:16]([NH:18][CH2:19][C:20]1[CH:25]=[C:24]([Cl:26])[CH:23]=[CH:22][C:21]=1[S:27][CH2:28][CH3:29])=O.[NH2:39][C:40]1[C:48]([Br:49])=[CH:47][C:46]([O:50][C:51]([F:54])([F:53])[F:52])=[CH:45][C:41]=1[C:42]([OH:44])=O.NC1C(Br)=CC(C(F)(F)F)=CC=1C(O)=O, predict the reaction product.